From a dataset of NCI-60 drug combinations with 297,098 pairs across 59 cell lines. Regression. Given two drug SMILES strings and cell line genomic features, predict the synergy score measuring deviation from expected non-interaction effect. (1) Drug 1: CC1=C(C(=O)C2=C(C1=O)N3CC4C(C3(C2COC(=O)N)OC)N4)N. Drug 2: COC1=C2C(=CC3=C1OC=C3)C=CC(=O)O2. Cell line: CAKI-1. Synergy scores: CSS=15.0, Synergy_ZIP=-7.08, Synergy_Bliss=3.36, Synergy_Loewe=-21.6, Synergy_HSA=0.588. (2) Drug 1: CN(C)N=NC1=C(NC=N1)C(=O)N. Drug 2: C1C(C(OC1N2C=C(C(=O)NC2=O)F)CO)O. Cell line: OVCAR-8. Synergy scores: CSS=46.4, Synergy_ZIP=5.35, Synergy_Bliss=4.64, Synergy_Loewe=-34.7, Synergy_HSA=3.59. (3) Drug 1: C1=C(C(=O)NC(=O)N1)F. Drug 2: CC1=C(C=C(C=C1)NC(=O)C2=CC=C(C=C2)CN3CCN(CC3)C)NC4=NC=CC(=N4)C5=CN=CC=C5. Cell line: UO-31. Synergy scores: CSS=26.4, Synergy_ZIP=0.224, Synergy_Bliss=-0.843, Synergy_Loewe=-5.09, Synergy_HSA=-2.59.